From a dataset of Full USPTO retrosynthesis dataset with 1.9M reactions from patents (1976-2016). Predict the reactants needed to synthesize the given product. (1) Given the product [CH3:1][N:2]([C:3]1[CH:4]=[N:5][CH:6]=[CH:7][CH:8]=1)[C:12](=[O:13])[CH2:11][C:10](=[O:14])[CH3:9], predict the reactants needed to synthesize it. The reactants are: [CH3:1][NH:2][C:3]1[CH:4]=[N:5][CH:6]=[CH:7][CH:8]=1.[CH2:9]=[C:10]1[O:14][C:12](=[O:13])[CH2:11]1. (2) The reactants are: Br[C:2]1[C:3]([CH3:22])=[C:4]([C:12]2[CH:17]=[CH:16][CH:15]=[C:14]([C:18]([F:21])([F:20])[F:19])[CH:13]=2)[C:5]2[N:6]([N:8]=[C:9]([CH3:11])[N:10]=2)[CH:7]=1.C([Sn](CCCC)(CCCC)[C:28]1[N:32]([C:33]2[CH:40]=[CH:39][C:36]([C:37]#[N:38])=[CH:35][CH:34]=2)[N:31]=[CH:30][CH:29]=1)CCC. Given the product [CH3:11][C:9]1[N:10]=[C:5]2[C:4]([C:12]3[CH:17]=[CH:16][CH:15]=[C:14]([C:18]([F:21])([F:20])[F:19])[CH:13]=3)=[C:3]([CH3:22])[C:2]([C:28]3[N:32]([C:33]4[CH:40]=[CH:39][C:36]([C:37]#[N:38])=[CH:35][CH:34]=4)[N:31]=[CH:30][CH:29]=3)=[CH:7][N:6]2[N:8]=1, predict the reactants needed to synthesize it. (3) Given the product [Br:1][C:2]1[CH:7]=[C:6]([CH3:8])[CH:5]=[CH:4][C:3]=1[O:9][CH2:12][CH2:11][Br:10], predict the reactants needed to synthesize it. The reactants are: [Br:1][C:2]1[CH:7]=[C:6]([CH3:8])[CH:5]=[CH:4][C:3]=1[OH:9].[Br:10][CH2:11][CH2:12]Br.[OH-].[Na+]. (4) Given the product [Cl:1][C:2]1[C:3]([N:12]([CH2:27][C:28]2[N:32]=[C:31]([C:33]3[CH:34]=[CH:35][CH:36]=[CH:37][CH:38]=3)[O:30][N:29]=2)[S:13]([C:16]2[CH:25]=[CH:24][C:19]([C:20]([O:22][CH3:23])=[O:21])=[CH:18][CH:17]=2)(=[O:15])=[O:14])=[N:4][CH:5]=[C:6]([C:8]([F:11])([F:9])[F:10])[CH:7]=1, predict the reactants needed to synthesize it. The reactants are: [Cl:1][C:2]1[C:3]([NH:12][S:13]([C:16]2[CH:25]=[CH:24][C:19]([C:20]([O:22][CH3:23])=[O:21])=[CH:18][CH:17]=2)(=[O:15])=[O:14])=[N:4][CH:5]=[C:6]([C:8]([F:11])([F:10])[F:9])[CH:7]=1.Cl[CH2:27][C:28]1[N:32]=[C:31]([C:33]2[CH:38]=[CH:37][CH:36]=[CH:35][CH:34]=2)[O:30][N:29]=1.